This data is from Full USPTO retrosynthesis dataset with 1.9M reactions from patents (1976-2016). The task is: Predict the reactants needed to synthesize the given product. Given the product [CH:19]1([S:22]([N:1]2[CH2:6][CH2:5][CH:4]([C:7]3[C:11]4=[C:12]5[CH:18]=[CH:17][NH:16][C:13]5=[N:14][CH:15]=[C:10]4[NH:9][N:8]=3)[CH2:3][CH2:2]2)(=[O:24])=[O:23])[CH2:21][CH2:20]1, predict the reactants needed to synthesize it. The reactants are: [NH:1]1[CH2:6][CH2:5][CH:4]([C:7]2[C:11]3=[C:12]4[CH:18]=[CH:17][NH:16][C:13]4=[N:14][CH:15]=[C:10]3[NH:9][N:8]=2)[CH2:3][CH2:2]1.[CH:19]1([S:22](Cl)(=[O:24])=[O:23])[CH2:21][CH2:20]1.CO.